Dataset: Full USPTO retrosynthesis dataset with 1.9M reactions from patents (1976-2016). Task: Predict the reactants needed to synthesize the given product. The reactants are: [CH3:1][C:2]1[C:7]([N+:8]([O-:10])=[O:9])=[CH:6][C:5]([N+:11]([O-:13])=[O:12])=[CH:4][C:3]=1[N+:14]([O-:16])=[O:15].[CH2:17]([O:34][N+:35]([O-:37])=[O:36])[C:18]([CH2:29][O:30][N+:31]([O-:33])=[O:32])([CH2:24][O:25][N+:26]([O-:28])=[O:27])[CH2:19][O:20][N+:21]([O-:23])=[O:22]. Given the product [CH2:29]([O:30][N+:31]([O-:33])=[O:32])[C:18]([CH2:19][O:20][N+:21]([O-:23])=[O:22])([CH2:17][O:34][N+:35]([O-:37])=[O:36])[CH2:24][O:25][N+:26]([O-:28])=[O:27].[CH3:1][C:2]1[C:7]([N+:8]([O-:10])=[O:9])=[CH:6][C:5]([N+:11]([O-:13])=[O:12])=[CH:4][C:3]=1[N+:14]([O-:16])=[O:15], predict the reactants needed to synthesize it.